Dataset: Peptide-MHC class I binding affinity with 185,985 pairs from IEDB/IMGT. Task: Regression. Given a peptide amino acid sequence and an MHC pseudo amino acid sequence, predict their binding affinity value. This is MHC class I binding data. The peptide sequence is RVFNNYMPY. The MHC is HLA-A02:01 with pseudo-sequence HLA-A02:01. The binding affinity (normalized) is 0.121.